Dataset: Reaction yield outcomes from USPTO patents with 853,638 reactions. Task: Predict the reaction yield, written as a fraction of the theoretical maximum amount of product (1.0 means a 100% yield; for example, 0.34 means a 34% yield). (1) The reactants are [CH3:1][O:2][C:3](=[O:15])[C:4]1[C:9]([N+:10]([O-:12])=[O:11])=[CH:8][CH:7]=[CH:6][C:5]=1[CH2:13]Br.[NH:16]([C:24]([O:26][C:27]([CH3:30])([CH3:29])[CH3:28])=[O:25])[C:17]([O:19][C:20]([CH3:23])([CH3:22])[CH3:21])=[O:18].C(=O)([O-])[O-].[Cs+].[Cs+].O. The product is [CH3:1][O:2][C:3](=[O:15])[C:4]1[C:9]([N+:10]([O-:12])=[O:11])=[CH:8][CH:7]=[CH:6][C:5]=1[CH2:13][N:16]([C:17]([O:19][C:20]([CH3:23])([CH3:22])[CH3:21])=[O:18])[C:24]([O:26][C:27]([CH3:28])([CH3:29])[CH3:30])=[O:25]. The catalyst is CC(=O)CC.[Cl-].[Na+].O.[I-].[Li+].C(OCC)(=O)C. The yield is 0.940. (2) The reactants are [Br:1][CH:2]([C:6]1[CH:11]=[CH:10][CH:9]=[CH:8][CH:7]=1)[C:3]([OH:5])=[O:4].[C:12]1([C@@H:18](O)[CH3:19])[CH:17]=[CH:16][CH:15]=[CH:14][CH:13]=1.CCN=C=NCCCN(C)C. The catalyst is CN(C1C=CN=CC=1)C.ClCCl.C(OCC)(=O)C. The product is [Br:1][CH:2]([C:6]1[CH:11]=[CH:10][CH:9]=[CH:8][CH:7]=1)[C:3]([O:5][C@H:18]([C:12]1[CH:17]=[CH:16][CH:15]=[CH:14][CH:13]=1)[CH3:19])=[O:4]. The yield is 0.730. (3) The reactants are [CH2:1]([O:3][C:4](=[O:31])[CH:5]([C:11]1[CH:16]=[CH:15][C:14]([C:17](=[O:27])[C:18]2[CH:23]=[CH:22][CH:21]=[C:20]([N+:24]([O-:26])=[O:25])[CH:19]=2)=[CH:13][C:12]=1[N+:28]([O-:30])=[O:29])C(OCC)=O)[CH3:2].CS(C)=O.O. The catalyst is C(OCC)(=O)C. The product is [CH2:1]([O:3][C:4](=[O:31])[CH2:5][C:11]1[CH:16]=[CH:15][C:14]([C:17](=[O:27])[C:18]2[CH:23]=[CH:22][CH:21]=[C:20]([N+:24]([O-:26])=[O:25])[CH:19]=2)=[CH:13][C:12]=1[N+:28]([O-:30])=[O:29])[CH3:2]. The yield is 0.890.